This data is from Catalyst prediction with 721,799 reactions and 888 catalyst types from USPTO. The task is: Predict which catalyst facilitates the given reaction. Reactant: B.C1C[O:5]CC1.CC(=CC)C.[CH3:12][O:13][CH2:14][CH2:15][C:16]([CH3:25])([CH2:22][CH:23]=[CH2:24])[C:17]([O:19][CH2:20][CH3:21])=[O:18].P([O-])([O-])([O-])=O.OO. Product: [OH:5][CH2:24][CH2:23][CH2:22][C:16]([CH2:15][CH2:14][O:13][CH3:12])([CH3:25])[C:17]([O:19][CH2:20][CH3:21])=[O:18]. The catalyst class is: 220.